This data is from Catalyst prediction with 721,799 reactions and 888 catalyst types from USPTO. The task is: Predict which catalyst facilitates the given reaction. (1) Reactant: [OH:1][C:2]1[CH:7]=[CH:6][C:5]([C:8]2[N:29]([CH2:30][O:31][CH2:32][CH2:33][Si:34]([CH3:37])([CH3:36])[CH3:35])[C:11]3=[N:12][C:13]([N:16]4[CH2:21][CH2:20][N:19]([C:22]([O:24][C:25]([CH3:28])([CH3:27])[CH3:26])=[O:23])[CH2:18][CH2:17]4)=[CH:14][CH:15]=[C:10]3[N:9]=2)=[CH:4][CH:3]=1.Br[CH:39]([C:41]1[CH:46]=[CH:45][CH:44]=[CH:43][CH:42]=1)[CH3:40].C(=O)([O-])[O-].[K+].[K+]. Product: [C:41]1([CH:39]([O:1][C:2]2[CH:3]=[CH:4][C:5]([C:8]3[N:29]([CH2:30][O:31][CH2:32][CH2:33][Si:34]([CH3:37])([CH3:36])[CH3:35])[C:11]4=[N:12][C:13]([N:16]5[CH2:21][CH2:20][N:19]([C:22]([O:24][C:25]([CH3:27])([CH3:28])[CH3:26])=[O:23])[CH2:18][CH2:17]5)=[CH:14][CH:15]=[C:10]4[N:9]=3)=[CH:6][CH:7]=2)[CH3:40])[CH:46]=[CH:45][CH:44]=[CH:43][CH:42]=1. The catalyst class is: 10. (2) Reactant: [CH3:1][C:2](=O)[CH2:3][CH2:4][C:5](=O)[CH3:6].[CH3:9][N:10]1[CH2:15][CH:14]=[C:13]([C:16]2[C:24]3[C:19](=[CH:20][C:21]([NH2:25])=[CH:22][CH:23]=3)[N:18]([S:26]([C:29]3[CH:34]=[CH:33][CH:32]=[CH:31][CH:30]=3)(=[O:28])=[O:27])[CH:17]=2)[CH2:12][CH2:11]1.C1(C)C=CC(S(O)(=O)=O)=CC=1. Product: [CH3:1][C:2]1[N:25]([C:21]2[CH:20]=[C:19]3[C:24]([C:16]([C:13]4[CH2:14][CH2:15][N:10]([CH3:9])[CH2:11][CH:12]=4)=[CH:17][N:18]3[S:26]([C:29]3[CH:34]=[CH:33][CH:32]=[CH:31][CH:30]=3)(=[O:28])=[O:27])=[CH:23][CH:22]=2)[C:5]([CH3:6])=[CH:4][CH:3]=1. The catalyst class is: 11.